Dataset: Reaction yield outcomes from USPTO patents with 853,638 reactions. Task: Predict the reaction yield, written as a fraction of the theoretical maximum amount of product (1.0 means a 100% yield; for example, 0.34 means a 34% yield). (1) The reactants are Br[C:2]1[C:3]([O:24][CH3:25])=[C:4]([C:20]([O:22][CH3:23])=[O:21])[C:5]2[N:6]=[CH:7][C:8](OS(C(F)(F)F)(=O)=O)=[N:9][C:10]=2[CH:11]=1.[F:26][C:27]1[CH:28]=[C:29](B(O)O)[CH:30]=[CH:31][C:32]=1[F:33].C(=O)([O-])[O-].[K+].[K+]. The catalyst is O1CCOCC1.O.C1C=CC([P]([Pd]([P](C2C=CC=CC=2)(C2C=CC=CC=2)C2C=CC=CC=2)([P](C2C=CC=CC=2)(C2C=CC=CC=2)C2C=CC=CC=2)[P](C2C=CC=CC=2)(C2C=CC=CC=2)C2C=CC=CC=2)(C2C=CC=CC=2)C2C=CC=CC=2)=CC=1. The product is [F:26][C:27]1[CH:28]=[C:29]([C:8]2[CH:7]=[N:6][C:5]3[C:4]([C:20]([O:22][CH3:23])=[O:21])=[C:3]([O:24][CH3:25])[C:2]([C:30]4[CH:29]=[CH:28][C:27]([F:26])=[C:32]([F:33])[CH:31]=4)=[CH:11][C:10]=3[N:9]=2)[CH:30]=[CH:31][C:32]=1[F:33]. The yield is 0.218. (2) The reactants are Cl[C:2]1[N:7]=[C:6]([NH:8][C:9]2[CH:14]=[CH:13][CH:12]=[C:11]([OH:15])[CH:10]=2)[C:5]([F:16])=[CH:4][N:3]=1.[NH2:17][CH2:18][CH2:19][C:20]1[C:28]2[C:23](=[CH:24][CH:25]=[CH:26][CH:27]=2)[NH:22][CH:21]=1. No catalyst specified. The product is [F:16][C:5]1[C:6]([NH:8][C:9]2[CH:14]=[CH:13][CH:12]=[C:11]([OH:15])[CH:10]=2)=[N:7][C:2]([NH:17][CH2:18][CH2:19][C:20]2[C:28]3[C:23](=[CH:24][CH:25]=[CH:26][CH:27]=3)[NH:22][CH:21]=2)=[N:3][CH:4]=1. The yield is 0.530.